From a dataset of P-glycoprotein inhibition data for predicting drug efflux from Broccatelli et al.. Regression/Classification. Given a drug SMILES string, predict its absorption, distribution, metabolism, or excretion properties. Task type varies by dataset: regression for continuous measurements (e.g., permeability, clearance, half-life) or binary classification for categorical outcomes (e.g., BBB penetration, CYP inhibition). Dataset: pgp_broccatelli. The drug is O=c1c2ccccc2n(CCCN2CCCCC2)c2ccccc12. The result is 1 (inhibitor).